From a dataset of NCI-60 drug combinations with 297,098 pairs across 59 cell lines. Regression. Given two drug SMILES strings and cell line genomic features, predict the synergy score measuring deviation from expected non-interaction effect. Synergy scores: CSS=14.3, Synergy_ZIP=2.00, Synergy_Bliss=2.69, Synergy_Loewe=-25.7, Synergy_HSA=-1.41. Cell line: MOLT-4. Drug 1: C1CCN(CC1)CCOC2=CC=C(C=C2)C(=O)C3=C(SC4=C3C=CC(=C4)O)C5=CC=C(C=C5)O. Drug 2: C1CCC(C(C1)N)N.C(=O)(C(=O)[O-])[O-].[Pt+4].